This data is from Catalyst prediction with 721,799 reactions and 888 catalyst types from USPTO. The task is: Predict which catalyst facilitates the given reaction. (1) Reactant: [C:1]([O:5][C:6]([N:8]1[C@H:13]([CH3:14])[CH2:12][N:11](C(OCC2C=CC=CC=2)=O)[C@@H:10]([CH2:25][O:26][CH3:27])[CH2:9]1)=[O:7])([CH3:4])([CH3:3])[CH3:2]. Product: [C:1]([O:5][C:6]([N:8]1[CH2:9][C@H:10]([CH2:25][O:26][CH3:27])[NH:11][CH2:12][C@H:13]1[CH3:14])=[O:7])([CH3:4])([CH3:3])[CH3:2]. The catalyst class is: 43. (2) Reactant: [CH3:1][C:2]1=[C:3]([CH2:22][C:23]([OH:25])=[O:24])[C:4]2[CH:5]=[C:6]([F:21])[CH:7]=[CH:8][C:9]=2/[C:10]/1=[CH:11]\[C:12]1[CH:13]=[CH:14][C:15]([S+:18]([O-:20])[CH3:19])=[CH:16][CH:17]=1.[CH3:26][N:27]1[CH:31]=[CH:30][N:29]=[CH:28]1.[CH:32]1[N:36]([CH2:37][O:38][CH2:39][CH2:40][OH:41])[C:35]2[N:42]=[C:43]([NH2:47])[N:44]=[C:45]([OH:46])[C:34]=2[N:33]=1. Product: [CH:32]1[N:36]([CH2:37][O:38][CH2:39][CH2:40][OH:41])[C:35]2[N:42]=[C:43]([NH2:47])[N:44]=[C:45]([OH:46])[C:34]=2[N:33]=1.[CH3:26][N:27]1[CH:31]=[CH:30][N:29]=[CH:28]1.[CH3:1][C:2]1=[C:3]([CH2:22][C:23]([OH:25])=[O:24])[C:4]2[CH:5]=[C:6]([F:21])[CH:7]=[CH:8][C:9]=2/[C:10]/1=[CH:11]\[C:12]1[CH:13]=[CH:14][C:15]([S+:18]([O-:20])[CH3:19])=[CH:16][CH:17]=1. The catalyst class is: 6. (3) Reactant: [CH2:1]([NH:5][S:6]([CH2:9][C:10]1[CH:15]=[CH:14][CH:13]=[CH:12][CH:11]=1)(=[O:8])=[O:7])[CH2:2][CH2:3][CH3:4].[C:16](OCC)(=[O:22])[C:17](OCC)=[O:18].CC(C)([O-])C.[K+].Cl. Product: [CH2:1]([N:5]1[C:17](=[O:18])[C:16]([OH:22])=[C:9]([C:10]2[CH:15]=[CH:14][CH:13]=[CH:12][CH:11]=2)[S:6]1(=[O:8])=[O:7])[CH2:2][CH2:3][CH3:4]. The catalyst class is: 3.